Dataset: NCI-60 drug combinations with 297,098 pairs across 59 cell lines. Task: Regression. Given two drug SMILES strings and cell line genomic features, predict the synergy score measuring deviation from expected non-interaction effect. (1) Drug 1: C1=NC(=NC(=O)N1C2C(C(C(O2)CO)O)O)N. Drug 2: C1=CN(C=N1)CC(O)(P(=O)(O)O)P(=O)(O)O. Cell line: HCT116. Synergy scores: CSS=54.0, Synergy_ZIP=-1.95, Synergy_Bliss=-2.67, Synergy_Loewe=-8.38, Synergy_HSA=0.640. (2) Drug 1: C1C(C(OC1N2C=C(C(=O)NC2=O)F)CO)O. Drug 2: C(CCl)NC(=O)N(CCCl)N=O. Cell line: K-562. Synergy scores: CSS=21.9, Synergy_ZIP=-8.87, Synergy_Bliss=-3.91, Synergy_Loewe=-10.9, Synergy_HSA=-1.14. (3) Drug 1: CC(C1=C(C=CC(=C1Cl)F)Cl)OC2=C(N=CC(=C2)C3=CN(N=C3)C4CCNCC4)N. Drug 2: COC1=NC(=NC2=C1N=CN2C3C(C(C(O3)CO)O)O)N. Cell line: M14. Synergy scores: CSS=-7.47, Synergy_ZIP=4.74, Synergy_Bliss=3.91, Synergy_Loewe=0.718, Synergy_HSA=-2.19. (4) Synergy scores: CSS=72.4, Synergy_ZIP=-2.78, Synergy_Bliss=-2.57, Synergy_Loewe=1.12, Synergy_HSA=2.87. Drug 2: N.N.Cl[Pt+2]Cl. Drug 1: C1=CN(C(=O)N=C1N)C2C(C(C(O2)CO)O)O.Cl. Cell line: NCI-H522. (5) Drug 1: CC1=C(C(=CC=C1)Cl)NC(=O)C2=CN=C(S2)NC3=CC(=NC(=N3)C)N4CCN(CC4)CCO. Drug 2: C1CN1C2=NC(=NC(=N2)N3CC3)N4CC4. Cell line: RXF 393. Synergy scores: CSS=20.5, Synergy_ZIP=-6.50, Synergy_Bliss=1.62, Synergy_Loewe=-7.10, Synergy_HSA=3.38.